From a dataset of Forward reaction prediction with 1.9M reactions from USPTO patents (1976-2016). Predict the product of the given reaction. Given the reactants [NH2:1][C@@H:2]([CH2:7][C:8]1[N:9]=[CH:10][N:11]([C:13]([C:26]2[CH:31]=[CH:30][CH:29]=[CH:28][CH:27]=2)([C:20]2[CH:25]=[CH:24][CH:23]=[CH:22][CH:21]=2)[C:14]2[CH:19]=[CH:18][CH:17]=[CH:16][CH:15]=2)[CH:12]=1)[C:3]([O:5][CH3:6])=[O:4].Cl[CH2:33][CH2:34][N:35]([CH2:46][CH2:47]Cl)[S:36]([C:39]1[CH:44]=[CH:43][C:42]([CH3:45])=[CH:41][CH:40]=1)(=[O:38])=[O:37], predict the reaction product. The product is: [CH3:45][C:42]1[CH:43]=[CH:44][C:39]([S:36]([N:35]2[CH2:34][CH2:33][N:1]([C@@H:2]([CH2:7][C:8]3[N:9]=[CH:10][N:11]([C:13]([C:26]4[CH:27]=[CH:28][CH:29]=[CH:30][CH:31]=4)([C:20]4[CH:21]=[CH:22][CH:23]=[CH:24][CH:25]=4)[C:14]4[CH:19]=[CH:18][CH:17]=[CH:16][CH:15]=4)[CH:12]=3)[C:3]([O:5][CH3:6])=[O:4])[CH2:47][CH2:46]2)(=[O:38])=[O:37])=[CH:40][CH:41]=1.